Predict the product of the given reaction. From a dataset of Forward reaction prediction with 1.9M reactions from USPTO patents (1976-2016). (1) Given the reactants [NH:1]1[C:9]2[C:4](=[CH:5][CH:6]=[CH:7][CH:8]=2)[CH:3]=[CH:2]1.[OH-].[K+].Cl.O.[NH:14]1[CH2:19][CH2:18][C:17](=O)[CH2:16][CH2:15]1, predict the reaction product. The product is: [NH:14]1[CH2:15][CH:16]=[C:17]([C:3]2[C:4]3[C:9](=[CH:8][CH:7]=[CH:6][CH:5]=3)[NH:1][CH:2]=2)[CH2:18][CH2:19]1. (2) Given the reactants FC1C=CC=C2C=1N(C[CH:12]1[CH2:17][CH2:16][N:15](C(C)C)[CH2:14][CH2:13]1)CC12C2=CC3OCOC=3C=C2OC1.N1CCC([CH2:38][N:39]2[C:47]3[C:42](=[CH:43][CH:44]=[CH:45][CH:46]=3)[C:41]3([C:51]4=[CH:52][C:53]5[O:57][CH2:56][O:55][C:54]=5[CH:58]=[C:50]4[O:49][CH2:48]3)[C:40]2=[O:59])CC1.Br[C:61]1C=CC=C[N:62]=1.BrC1C=CC=CC=1, predict the reaction product. The product is: [N:15]1[CH:14]=[CH:13][CH:12]=[CH:17][C:16]=1[NH:62][CH2:61][CH2:38][N:39]1[C:47]2[C:42](=[CH:43][CH:44]=[CH:45][CH:46]=2)[C:41]2([C:51]3=[CH:52][C:53]4[O:57][CH2:56][O:55][C:54]=4[CH:58]=[C:50]3[O:49][CH2:48]2)[C:40]1=[O:59]. (3) Given the reactants [CH2:1]([O:8][C:9]1[C:10]([O:23][CH3:24])=[CH:11][C:12]([C:21]#[N:22])=[C:13]([CH:20]=1)[C:14](N(OC)C)=[O:15])[C:2]1[CH:7]=[CH:6][CH:5]=[CH:4][CH:3]=1.[C:25]1([Mg]Br)[CH:30]=[CH:29][CH:28]=[CH:27][CH:26]=1.[Cl-].[NH4+].Cl, predict the reaction product. The product is: [C:14]([C:13]1[CH:20]=[C:9]([O:8][CH2:1][C:2]2[CH:3]=[CH:4][CH:5]=[CH:6][CH:7]=2)[C:10]([O:23][CH3:24])=[CH:11][C:12]=1[C:21]#[N:22])(=[O:15])[C:25]1[CH:30]=[CH:29][CH:28]=[CH:27][CH:26]=1. (4) Given the reactants [OH:1][C:2]1[CH:3]=[C:4]2[C:8](=[CH:9][CH:10]=1)[C:7](=[O:11])[N:6]([C:12]1[CH:17]=[CH:16][C:15]([OH:18])=[CH:14][CH:13]=1)[C:5]2=[O:19].C(=O)([O-])[O-].[K+].[K+].[CH2:26](Br)[C:27]1[CH:32]=[CH:31][CH:30]=[CH:29][CH:28]=1.O, predict the reaction product. The product is: [CH2:26]([O:1][C:2]1[CH:3]=[C:4]2[C:8](=[CH:9][CH:10]=1)[C:7](=[O:11])[N:6]([C:12]1[CH:17]=[CH:16][C:15]([O:18][CH2:5][C:4]3[CH:8]=[CH:9][CH:10]=[CH:2][CH:3]=3)=[CH:14][CH:13]=1)[C:5]2=[O:19])[C:27]1[CH:32]=[CH:31][CH:30]=[CH:29][CH:28]=1.